This data is from Forward reaction prediction with 1.9M reactions from USPTO patents (1976-2016). The task is: Predict the product of the given reaction. (1) Given the reactants [Cl:1][C:2]1[CH:7]=[CH:6][C:5]([NH:8][C:9]2[N:14]=[C:13]([C:15](=[S:17])[NH2:16])[CH:12]=[CH:11][N:10]=2)=[CH:4][CH:3]=1.Cl[CH:19]([C:23](=O)[CH3:24])[C:20](=[O:22])[CH3:21].N1C=CC=CC=1, predict the reaction product. The product is: [Cl:1][C:2]1[CH:3]=[CH:4][C:5]([NH:8][C:9]2[N:14]=[C:13]([C:15]3[S:17][C:19]([C:20](=[O:22])[CH3:21])=[C:23]([CH3:24])[N:16]=3)[CH:12]=[CH:11][N:10]=2)=[CH:6][CH:7]=1. (2) Given the reactants [CH2:1]([O:8][C:9]1[CH:14]=[CH:13][C:12]([Cl:15])=[CH:11][C:10]=1[C:16](=[O:37])[CH:17]=[P:18]([C:31]1[CH:36]=[CH:35][CH:34]=[CH:33][CH:32]=1)([C:25]1[CH:30]=[CH:29][CH:28]=[CH:27][CH:26]=1)[C:19]1[CH:24]=[CH:23][CH:22]=[CH:21][CH:20]=1)[C:2]1[CH:7]=[CH:6][CH:5]=[CH:4][CH:3]=1.CCN(CC)CC.Cl[C:46](=[O:52])[C:47]([O:49][CH2:50][CH3:51])=[O:48].O, predict the reaction product. The product is: [CH2:1]([O:8][C:9]1[CH:14]=[CH:13][C:12]([Cl:15])=[CH:11][C:10]=1[C:16](=[O:37])[C:17](=[P:18]([C:25]1[CH:26]=[CH:27][CH:28]=[CH:29][CH:30]=1)([C:31]1[CH:36]=[CH:35][CH:34]=[CH:33][CH:32]=1)[C:19]1[CH:24]=[CH:23][CH:22]=[CH:21][CH:20]=1)[C:46](=[O:52])[C:47]([O:49][CH2:50][CH3:51])=[O:48])[C:2]1[CH:7]=[CH:6][CH:5]=[CH:4][CH:3]=1. (3) Given the reactants Cl[C:2]1[N:11]=[CH:10][C:9]2[N:8]3[CH:12]=[N:13][C:14]([C:15]#[N:16])=[C:7]3[C@@H:6]([CH2:17][CH3:18])[N:5]([CH:19]3[CH2:23][CH2:22][CH2:21][CH2:20]3)[C:4]=2[N:3]=1.[NH2:24][C:25]1[C:33]([O:34][CH3:35])=[CH:32][C:28]([C:29]([OH:31])=[O:30])=[C:27]([F:36])[CH:26]=1.C1(P(C2C=CC=CC=2)C2C3OC4C(=CC=CC=4P(C4C=CC=CC=4)C4C=CC=CC=4)C(C)(C)C=3C=CC=2)C=CC=CC=1.C([O-])([O-])=O.[Cs+].[Cs+], predict the reaction product. The product is: [C:15]([C:14]1[N:13]=[CH:12][N:8]2[C:7]=1[C@@H:6]([CH2:17][CH3:18])[N:5]([CH:19]1[CH2:23][CH2:22][CH2:21][CH2:20]1)[C:4]1[N:3]=[C:2]([NH:24][C:25]3[C:33]([O:34][CH3:35])=[CH:32][C:28]([C:29]([OH:31])=[O:30])=[C:27]([F:36])[CH:26]=3)[N:11]=[CH:10][C:9]2=1)#[N:16]. (4) Given the reactants [OH:1][CH2:2][CH2:3][C:4]1[CH:5]=[C:6]([CH2:12][CH:13]([O:19][CH:20]([CH3:22])[CH3:21])[C:14]([O:16]CC)=[O:15])[CH:7]=[CH:8][C:9]=1[O:10][CH3:11].[Cl:23][C:24]1[CH:25]=[C:26]([N:30]=[C:31]=[O:32])[CH:27]=[CH:28][CH:29]=1, predict the reaction product. The product is: [Cl:23][C:24]1[CH:25]=[C:26]([CH:27]=[CH:28][CH:29]=1)[NH:30][C:31]([O:1][CH2:2][CH2:3][C:4]1[CH:5]=[C:6]([CH2:12][CH:13]([O:19][CH:20]([CH3:21])[CH3:22])[C:14]([OH:16])=[O:15])[CH:7]=[CH:8][C:9]=1[O:10][CH3:11])=[O:32]. (5) Given the reactants Cl.[CH3:2][O:3][C:4]1[CH:5]=[C:6]2[C:11](=[CH:12][C:13]=1[O:14][CH3:15])[N:10]=[C:9]([NH:16][CH3:17])[N:8]=[C:7]2[C:18]1[CH:19]=[C:20]([NH:24][C:25](=[O:35])[C:26]2[CH:34]=[CH:33][C:29]([C:30]([OH:32])=[O:31])=[CH:28][CH:27]=2)[CH:21]=[CH:22][CH:23]=1.[CH3:36][O:37][CH2:38][CH2:39]O.O.ON1C2C=CC=CC=2N=N1.CCN=C=NCCCN(C)C.Cl, predict the reaction product. The product is: [CH3:36][O:37][CH2:38][CH2:39][O:31][C:30](=[O:32])[C:29]1[CH:33]=[CH:34][C:26]([C:25]([NH:24][C:20]2[CH:21]=[CH:22][CH:23]=[C:18]([C:7]3[C:6]4[C:11](=[CH:12][C:13]([O:14][CH3:15])=[C:4]([O:3][CH3:2])[CH:5]=4)[N:10]=[C:9]([NH:16][CH3:17])[N:8]=3)[CH:19]=2)=[O:35])=[CH:27][CH:28]=1. (6) Given the reactants C(NC(C)C)(C)C.C([Li])CCC.[C:13]([O:16][C:17]([CH3:20])([CH3:19])[CH3:18])(=[O:15])[CH3:14].[N:21]12[CH2:28][CH2:27][CH:24]([CH2:25][CH2:26]1)[C:23](=[O:29])[CH2:22]2, predict the reaction product. The product is: [C:17]([O:16][C:13](=[O:15])[CH2:14][C:23]1([OH:29])[CH:24]2[CH2:27][CH2:28][N:21]([CH2:26][CH2:25]2)[CH2:22]1)([CH3:20])([CH3:19])[CH3:18].